From a dataset of Full USPTO retrosynthesis dataset with 1.9M reactions from patents (1976-2016). Predict the reactants needed to synthesize the given product. (1) Given the product [CH:2]([C@:3]12[CH2:41][CH2:40][C@@H:39]([C:42]([CH3:44])=[CH2:43])[C@@H:4]1[C@@H:5]1[C@@:18]([CH3:21])([CH2:19][CH2:20]2)[C@@:17]2([CH3:22])[C@@H:8]([C@:9]3([CH3:38])[C@@H:14]([CH2:15][CH2:16]2)[C:13]([CH3:23])([CH3:24])[C:12]([C:25]2[CH:26]=[CH:27][C:28]([C:29]([O:31][C:32]([CH3:33])([CH3:34])[CH3:35])=[O:30])=[CH:36][CH:37]=2)=[CH:11][CH2:10]3)[CH2:7][CH2:6]1)=[O:1], predict the reactants needed to synthesize it. The reactants are: [OH:1][CH2:2][C@:3]12[CH2:41][CH2:40][C@@H:39]([C:42]([CH3:44])=[CH2:43])[C@@H:4]1[C@@H:5]1[C@@:18]([CH3:21])([CH2:19][CH2:20]2)[C@@:17]2([CH3:22])[C@@H:8]([C@:9]3([CH3:38])[C@@H:14]([CH2:15][CH2:16]2)[C:13]([CH3:24])([CH3:23])[C:12]([C:25]2[CH:37]=[CH:36][C:28]([C:29]([O:31][C:32]([CH3:35])([CH3:34])[CH3:33])=[O:30])=[CH:27][CH:26]=2)=[CH:11][CH2:10]3)[CH2:7][CH2:6]1.C1C=C[NH+]=CC=1.[O-][Cr](Cl)(=O)=O. (2) Given the product [Cl:1][C:2]1[CH:3]=[C:4]([NH:9][C:10]([CH:12]2[CH2:16][CH2:15][N:14]([CH2:17][C:18](=[O:20])[N:59]3[CH2:58][CH:57]4[CH2:62][CH:60]3[CH2:61][N:56]4[C:53]3[CH:54]=[CH:55][C:50]([C:45]4[N:44]=[CH:49][CH:48]=[CH:47][N:46]=4)=[CH:51][CH:52]=3)[CH2:13]2)=[O:11])[CH:5]=[CH:6][C:7]=1[OH:8], predict the reactants needed to synthesize it. The reactants are: [Cl:1][C:2]1[CH:3]=[C:4]([NH:9][C:10]([CH:12]2[CH2:16][CH2:15][N:14]([CH2:17][C:18]([OH:20])=O)[CH2:13]2)=[O:11])[CH:5]=[CH:6][C:7]=1[OH:8].C1C=CC2N(O)N=NC=2C=1.CCN=C=NCCCN(C)C.Cl.Cl.[N:44]1[CH:49]=[CH:48][CH:47]=[N:46][C:45]=1[C:50]1[CH:55]=[CH:54][C:53]([N:56]2[CH2:61][CH:60]3[CH2:62][CH:57]2[CH2:58][NH:59]3)=[CH:52][CH:51]=1. (3) Given the product [C:14]([N:1]1[CH2:2][CH:3]=[CH:4][CH2:5][CH2:6]1)([O:16][CH2:17][C:18]1[CH:23]=[CH:22][CH:21]=[CH:20][CH:19]=1)=[O:15], predict the reactants needed to synthesize it. The reactants are: [NH:1]1[CH2:6][CH:5]=[CH:4][CH2:3][CH2:2]1.C([O-])([O-])=O.[Na+].[Na+].Cl[C:14]([O:16][CH2:17][C:18]1[CH:23]=[CH:22][CH:21]=[CH:20][CH:19]=1)=[O:15]. (4) The reactants are: [CH2:1]([NH2:4])[C:2]#[CH:3].C(N(CC)CC)C.[F:12][C:13]1[CH:18]=[C:17]([S:19][C:20]([F:23])([F:22])[F:21])[CH:16]=[CH:15][C:14]=1[N:24]([CH3:28])[C:25](Cl)=[O:26]. Given the product [F:12][C:13]1[CH:18]=[C:17]([S:19][C:20]([F:23])([F:22])[F:21])[CH:16]=[CH:15][C:14]=1[N:24]([CH3:28])[C:25]([NH:4][CH2:1][C:2]#[CH:3])=[O:26], predict the reactants needed to synthesize it.